From a dataset of Forward reaction prediction with 1.9M reactions from USPTO patents (1976-2016). Predict the product of the given reaction. (1) The product is: [CH3:26][N:12]([CH2:11][C@H:8]1[CH2:9][CH2:10][C@H:5]([CH2:4][CH2:3][CH2:2][O:1][S:28]([CH3:27])(=[O:30])=[O:29])[CH2:6][CH2:7]1)[S:13]([C:16]1[CH:21]=[CH:20][C:19]([C:22]([F:25])([F:23])[F:24])=[CH:18][CH:17]=1)(=[O:15])=[O:14]. Given the reactants [OH:1][CH2:2][CH2:3][CH2:4][C@H:5]1[CH2:10][CH2:9][C@H:8]([CH2:11][N:12]([CH3:26])[S:13]([C:16]2[CH:21]=[CH:20][C:19]([C:22]([F:25])([F:24])[F:23])=[CH:18][CH:17]=2)(=[O:15])=[O:14])[CH2:7][CH2:6]1.[CH3:27][S:28](Cl)(=[O:30])=[O:29], predict the reaction product. (2) Given the reactants [H-].[H-].[H-].[H-].[Li+].[Al+3].[Al+3].[Cl-].[Cl-].[Cl-].CO[C:13](=O)[C:14]1[C:19]([CH2:20][CH3:21])=[CH:18][C:17]([C:22]2[C:27]([CH2:28][CH3:29])=[CH:26][CH:25]=[CH:24][C:23]=2[CH2:30][CH3:31])=[N:16][C:15]=1[Cl:32].CCO[CH2:37][CH3:38], predict the reaction product. The product is: [Cl:32][C:15]1[C:14]([CH2:13][N:16]([CH3:17])[C@@H:15]2[C:37]3[C:38](=[CH:27][CH:22]=[CH:23][CH:24]=3)[CH2:18][CH2:19][CH2:14]2)=[C:19]([CH2:20][CH3:21])[CH:18]=[C:17]([C:22]2[C:27]([CH2:28][CH3:29])=[CH:26][CH:25]=[CH:24][C:23]=2[CH2:30][CH3:31])[N:16]=1. (3) Given the reactants C[O-].[Na+].[C:4]1([CH3:26])[CH:9]=[CH:8][CH:7]=[CH:6][C:5]=1[N:10]([C:18]1[CH:25]=[CH:24][C:21]([CH:22]=O)=[CH:20][CH:19]=1)[C:11]1[CH:16]=[CH:15][CH:14]=[CH:13][C:12]=1[CH3:17].[C:27]1([CH3:56])[CH:32]=[CH:31][CH:30]=[CH:29][C:28]=1[N:33]([C:41]1[CH:55]=[CH:54][C:44]([CH2:45]P(=O)(OCC)OCC)=[CH:43][CH:42]=1)[C:34]1[CH:39]=[CH:38][CH:37]=[CH:36][C:35]=1[CH3:40], predict the reaction product. The product is: [C:4]1([CH3:26])[CH:9]=[CH:8][CH:7]=[CH:6][C:5]=1[N:10]([C:11]1[CH:16]=[CH:15][CH:14]=[CH:13][C:12]=1[CH3:17])[C:18]1[CH:25]=[CH:24][C:21](/[CH:22]=[CH:45]/[C:44]2[CH:43]=[CH:42][C:41]([N:33]([C:34]3[CH:39]=[CH:38][CH:37]=[CH:36][C:35]=3[CH3:40])[C:28]3[CH:29]=[CH:30][CH:31]=[CH:32][C:27]=3[CH3:56])=[CH:55][CH:54]=2)=[CH:20][CH:19]=1. (4) Given the reactants [C:1]([NH:5][S:6]([C:9]1[O:10][C:11]([C:14]2[N:19]=[C:18](S(C)=O)[C:17]([Cl:23])=[CH:16][N:15]=2)=[CH:12][CH:13]=1)(=[O:8])=[O:7])([CH3:4])([CH3:3])[CH3:2].[CH:24]1([C:27]2[NH:31][N:30]=[C:29]([NH2:32])[CH:28]=2)[CH2:26][CH2:25]1, predict the reaction product. The product is: [C:1]([NH:5][S:6]([C:9]1[O:10][C:11]([C:14]2[N:19]=[C:18]([NH:32][C:29]3[CH:28]=[C:27]([CH:24]4[CH2:26][CH2:25]4)[NH:31][N:30]=3)[C:17]([Cl:23])=[CH:16][N:15]=2)=[CH:12][CH:13]=1)(=[O:8])=[O:7])([CH3:4])([CH3:3])[CH3:2]. (5) Given the reactants [F:1][C:2]1[C:7]([O:8][CH3:9])=[CH:6][C:5]([O:10][CH3:11])=[C:4]([F:12])[C:3]=1[C:13]1[N:18]=[CH:17][C:16]2[C:19](I)=[N:20][NH:21][C:15]=2[CH:14]=1.[CH3:23][N:24]1[CH2:29][CH2:28][N:27]([C:30]2[CH:35]=[C:34](B3OC(C)(C)C(C)(C)O3)[CH:33]=[CH:32][N:31]=2)[CH2:26][CH2:25]1, predict the reaction product. The product is: [F:1][C:2]1[C:7]([O:8][CH3:9])=[CH:6][C:5]([O:10][CH3:11])=[C:4]([F:12])[C:3]=1[C:13]1[N:18]=[CH:17][C:16]2[C:19]([C:34]3[CH:33]=[CH:32][N:31]=[C:30]([N:27]4[CH2:26][CH2:25][N:24]([CH3:23])[CH2:29][CH2:28]4)[CH:35]=3)=[N:20][NH:21][C:15]=2[CH:14]=1. (6) Given the reactants [CH2:1]([C:3]1[N:7]([CH3:8])[C:6]2[CH:9]=[C:10]([N:13]3[CH:18]=[CH:17][C:16]([OH:19])=[CH:15][C:14]3=[O:20])[CH:11]=[CH:12][C:5]=2[N:4]=1)[CH3:2].[F:21][C:22]([F:31])([F:30])[C:23]1[S:27][CH:26]=[C:25]([CH2:28]O)[CH:24]=1.C1(P(C2C=CC=CC=2)C2C=CC=CC=2)C=CC=CC=1.N(C(OCCOC)=O)=NC(OCCOC)=O, predict the reaction product. The product is: [CH2:1]([C:3]1[N:7]([CH3:8])[C:6]2[CH:9]=[C:10]([N:13]3[CH:18]=[CH:17][C:16]([O:19][CH2:28][C:25]4[CH:24]=[C:23]([C:22]([F:31])([F:30])[F:21])[S:27][CH:26]=4)=[CH:15][C:14]3=[O:20])[CH:11]=[CH:12][C:5]=2[N:4]=1)[CH3:2]. (7) Given the reactants C[O:2][C:3]([C:5]1[C:15]2[O:14][C:13]3[C:16]([CH:22]=[O:23])=[C:17]([OH:21])[CH:18]=[C:19]([CH3:20])[C:12]=3[C:11](=[O:24])[O:10][C:9]=2[C:8]([CH3:25])=[C:7]([O:26][CH3:27])[CH:6]=1)=[O:4].[I-].[Li+].Cl, predict the reaction product. The product is: [CH3:20][C:19]1[C:12]2[C:11]([O:10][C:9]3[C:8]([CH3:25])=[C:7]([O:26][CH3:27])[CH:6]=[C:5]([C:3]([OH:4])=[O:2])[C:15]=3[O:14][C:13]=2[C:16]([CH:22]=[O:23])=[C:17]([OH:21])[CH:18]=1)=[O:24].